This data is from Forward reaction prediction with 1.9M reactions from USPTO patents (1976-2016). The task is: Predict the product of the given reaction. (1) Given the reactants NC1C=CC(N2CCOCC2=O)=CC=1.[NH:15]1[CH2:20][CH2:19][O:18][CH2:17][C:16]1=[O:21].[H-].[Na+].F[C:25]1[CH:30]=[CH:29][C:28]([N+:31]([O-:33])=[O:32])=[CH:27][CH:26]=1, predict the reaction product. The product is: [N+:31]([C:28]1[CH:29]=[CH:30][C:25]([N:15]2[CH2:20][CH2:19][O:18][CH2:17][C:16]2=[O:21])=[CH:26][CH:27]=1)([O-:33])=[O:32]. (2) Given the reactants ClC1C(C)=C(C2C3C(O[C@@H](CC4C=CC=CC=4OC4CCCCO4)C(OCC)=O)=NC=NC=3SC=2C2C=CC(F)=CC=2)C=CC=1[OH:8].CN1CCN(CCO)CC1.[CH:57]1[CH:62]=[CH:61][C:60]([P:63]([C:70]2[CH:75]=[CH:74][CH:73]=[CH:72][CH:71]=2)[C:64]2[CH:69]=[CH:68][CH:67]=[CH:66][CH:65]=2)=[CH:59][CH:58]=1.N(C(OC(C)(C)C)=O)=NC(OC(C)(C)C)=O, predict the reaction product. The product is: [C:64]1([P:63](=[O:8])([C:60]2[CH:59]=[CH:58][CH:57]=[CH:62][CH:61]=2)[C:70]2[CH:75]=[CH:74][CH:73]=[CH:72][CH:71]=2)[CH:69]=[CH:68][CH:67]=[CH:66][CH:65]=1.